Dataset: Serine/threonine kinase 33 screen with 319,792 compounds. Task: Binary Classification. Given a drug SMILES string, predict its activity (active/inactive) in a high-throughput screening assay against a specified biological target. The drug is S(c1n(CC2OCCC2)c(nn1)Cc1ccccc1)CC(OCC)=O. The result is 0 (inactive).